From a dataset of Full USPTO retrosynthesis dataset with 1.9M reactions from patents (1976-2016). Predict the reactants needed to synthesize the given product. (1) The reactants are: [CH3:1][O:2][C:3]1[CH:4]=[C:5]([C@:11]23[CH2:19][CH2:18][C@H:17]([NH:20]C(=O)OC(C)(C)C)[CH2:16][C@H:15]2[NH:14][CH2:13][CH2:12]3)[CH:6]=[CH:7][C:8]=1[O:9][CH3:10].C=O.[C:30]([BH3-])#N.[Na+].C(O)(C(F)(F)F)=O.C(Cl)Cl. Given the product [CH3:1][O:2][C:3]1[CH:4]=[C:5]([C@:11]23[CH2:19][CH2:18][C@H:17]([NH2:20])[CH2:16][C@H:15]2[N:14]([CH3:30])[CH2:13][CH2:12]3)[CH:6]=[CH:7][C:8]=1[O:9][CH3:10], predict the reactants needed to synthesize it. (2) Given the product [Cl:9][C:5]1[C:6]([Cl:8])=[CH:7][C:2]([NH:13][C:14]2[CH:19]=[CH:18][C:17]([CH2:20][CH2:21][OH:22])=[CH:16][CH:15]=2)=[C:3]([N+:10]([O-:12])=[O:11])[CH:4]=1, predict the reactants needed to synthesize it. The reactants are: Cl[C:2]1[CH:7]=[C:6]([Cl:8])[C:5]([Cl:9])=[CH:4][C:3]=1[N+:10]([O-:12])=[O:11].[NH2:13][C:14]1[CH:19]=[CH:18][C:17]([CH2:20][CH2:21][OH:22])=[CH:16][CH:15]=1.